Dataset: Forward reaction prediction with 1.9M reactions from USPTO patents (1976-2016). Task: Predict the product of the given reaction. (1) Given the reactants O1CCCC1.Br[C:7]1[N:8]=[CH:9][S:10][CH:11]=1.[CH2:12]([N:16]1[C:20](=[O:21])[C:19]2=[CH:22][CH:23]=[CH:24][CH:25]=[C:18]2[C:17]1=[O:26])[CH2:13][C:14]#[CH:15], predict the reaction product. The product is: [S:10]1[CH:11]=[CH:7][N:8]=[C:9]1[C:15]#[C:14][CH2:13][CH2:12][N:16]1[C:20](=[O:21])[C:19]2[C:18](=[CH:25][CH:24]=[CH:23][CH:22]=2)[C:17]1=[O:26]. (2) Given the reactants [Cl:1][C:2]1[CH:3]=[C:4]2[C:10]3([CH2:14][C:13](=[O:15])[N:12]([CH2:16][C:17]4[CH:22]=[CH:21][CH:20]=[CH:19][C:18]=4[F:23])[CH2:11]3)[C:9](=[O:24])[N:8]([CH2:25][C:26]([O:28][C:29]([CH3:32])([CH3:31])[CH3:30])=[O:27])[C:5]2=[CH:6][CH:7]=1.[Cl:33]C1C=CC(F)=C(C=1)CBr, predict the reaction product. The product is: [Cl:1][C:2]1[CH:3]=[C:4]2[C:10]3([CH2:14][C:13](=[O:15])[N:12]([CH2:16][C:17]4[CH:22]=[C:21]([Cl:33])[CH:20]=[CH:19][C:18]=4[F:23])[CH2:11]3)[C:9](=[O:24])[N:8]([CH2:25][C:26]([O:28][C:29]([CH3:32])([CH3:31])[CH3:30])=[O:27])[C:5]2=[CH:6][CH:7]=1. (3) Given the reactants [CH3:1][N:2]1[C:10]2[N:9]=[CH:8][NH:7][C:6]=2[C:5](=[O:11])[NH:4][C:3]1=[O:12].Br[CH2:14][C@H:15]1[CH2:20][CH2:19][C@H:18]([CH2:21][CH3:22])[CH2:17][CH2:16]1.C(=O)([O-])[O-].[Na+].[Na+], predict the reaction product. The product is: [CH2:21]([C@H:18]1[CH2:19][CH2:20][C@H:15]([CH2:14][N:9]2[CH:8]=[N:7][C:6]3[C:5](=[O:11])[NH:4][C:3](=[O:12])[N:2]([CH3:1])[C:10]2=3)[CH2:16][CH2:17]1)[CH3:22]. (4) Given the reactants [Cl:1][CH2:2][CH2:3][CH2:4][C:5]1[CH:6]=[C:7]2[C:12](=[CH:13][CH:14]=1)[NH:11][CH2:10][CH2:9][C:8]2([CH3:16])[CH3:15].[C:17](O)(=[O:19])[CH3:18], predict the reaction product. The product is: [Cl:1][CH2:2][CH2:3][CH2:4][C:5]1[CH:6]=[C:7]2[C:12](=[CH:13][CH:14]=1)[N:11]([C:17](=[O:19])[CH3:18])[CH2:10][CH2:9][C:8]2([CH3:16])[CH3:15]. (5) Given the reactants [NH2:1][C:2]1[CH:7]=[C:6]([O:8][C:9]2[CH:14]=[CH:13][C:12]([C:15]3[C:16](=[O:36])[N:17]([CH2:29][C:30]4[CH:35]=[CH:34][CH:33]=[CH:32][CH:31]=4)[C:18]([NH:21][C:22]4[CH:27]=[CH:26][C:25]([F:28])=[CH:24][CH:23]=4)=[N:19][CH:20]=3)=[CH:11][C:10]=2[F:37])[CH:5]=[CH:4][N:3]=1.[CH3:38][CH2:39][N:40]([CH2:43][CH3:44])[CH2:41]C.ClC(OC1C=CC=CC=1)=[O:47].N1CCCC1, predict the reaction product. The product is: [CH2:29]([N:17]1[C:16](=[O:36])[C:15]([C:12]2[CH:13]=[CH:14][C:9]([O:8][C:6]3[CH:5]=[CH:4][N:3]=[C:2]([NH:1][C:41]([N:40]4[CH2:43][CH2:44][CH2:38][CH2:39]4)=[O:47])[CH:7]=3)=[C:10]([F:37])[CH:11]=2)=[CH:20][N:19]=[C:18]1[NH:21][C:22]1[CH:23]=[CH:24][C:25]([F:28])=[CH:26][CH:27]=1)[C:30]1[CH:35]=[CH:34][CH:33]=[CH:32][CH:31]=1.